The task is: Binary Classification. Given a T-cell receptor sequence (or CDR3 region) and an epitope sequence, predict whether binding occurs between them.. This data is from TCR-epitope binding with 47,182 pairs between 192 epitopes and 23,139 TCRs. (1) The epitope is FPPTSFGPL. The TCR CDR3 sequence is CASSPRDRVQETQYF. Result: 0 (the TCR does not bind to the epitope). (2) The epitope is FLYALALLL. The TCR CDR3 sequence is CASSELLSMGEQYF. Result: 0 (the TCR does not bind to the epitope). (3) The epitope is RLYYDSMSY. The TCR CDR3 sequence is CSARDGPGVNTGELFF. Result: 0 (the TCR does not bind to the epitope). (4) The epitope is GPGHKARVL. The TCR CDR3 sequence is CASSPTSYNEQFF. Result: 0 (the TCR does not bind to the epitope). (5) The epitope is TSNQVAVLY. The TCR CDR3 sequence is CASSLRTDYNSPLHF. Result: 0 (the TCR does not bind to the epitope). (6) The epitope is KPLEFGATSAAL. The TCR CDR3 sequence is CASSSDYKNTGELFF. Result: 0 (the TCR does not bind to the epitope). (7) The epitope is GILGFVFTL. The TCR CDR3 sequence is CASSQGPGSYEQYF. Result: 0 (the TCR does not bind to the epitope).